This data is from Full USPTO retrosynthesis dataset with 1.9M reactions from patents (1976-2016). The task is: Predict the reactants needed to synthesize the given product. (1) Given the product [CH2:1]([O:8][C@@H:9]1[C@@H:14]([O:15][CH2:16][C:17]2[CH:18]=[CH:19][CH:20]=[CH:21][CH:22]=2)[C@H:13]([O:23][CH2:24][C:25]2[CH:30]=[CH:29][CH:28]=[CH:27][CH:26]=2)[C@@H:12]([CH2:31][O:32][CH2:33][C:34]2[CH:35]=[CH:36][CH:37]=[CH:38][CH:39]=2)[O:11][C@@:10]1([C:41]1[CH:46]=[CH:45][C:44]([CH3:47])=[C:43]([CH2:48][C:49]2[CH:54]=[CH:53][C:52]([OH:55])=[CH:51][CH:50]=2)[CH:42]=1)[OH:40])[C:2]1[CH:3]=[CH:4][CH:5]=[CH:6][CH:7]=1, predict the reactants needed to synthesize it. The reactants are: [CH2:1]([O:8][C@@H:9]1[C@@H:14]([O:15][CH2:16][C:17]2[CH:22]=[CH:21][CH:20]=[CH:19][CH:18]=2)[C@H:13]([O:23][CH2:24][C:25]2[CH:30]=[CH:29][CH:28]=[CH:27][CH:26]=2)[C@@H:12]([CH2:31][O:32][CH2:33][C:34]2[CH:39]=[CH:38][CH:37]=[CH:36][CH:35]=2)[O:11][C:10]1([C:41]1[CH:46]=[CH:45][C:44]([CH3:47])=[C:43]([CH2:48][C:49]2[CH:54]=[CH:53][C:52]([O:55][Si](C(C)(C)C)(C)C)=[CH:51][CH:50]=2)[CH:42]=1)[OH:40])[C:2]1[CH:7]=[CH:6][CH:5]=[CH:4][CH:3]=1.C([SiH](C(C)C)C(C)C)(C)C.B(F)(F)F.CCOCC.C(=O)([O-])[O-].[K+].[K+]. (2) The reactants are: [CH2:1]([N:8]1[C:12]2([CH2:20][C:19]3[C:14](=[CH:15][CH:16]=[C:17]([N+:21]([O-])=O)[CH:18]=3)[CH2:13]2)[C:11](=[O:24])[NH:10][C:9]1=[O:25])[C:2]1[CH:7]=[CH:6][CH:5]=[CH:4][CH:3]=1. Given the product [NH2:21][C:17]1[CH:18]=[C:19]2[C:14](=[CH:15][CH:16]=1)[CH2:13][C:12]1([C:11](=[O:24])[NH:10][C:9](=[O:25])[N:8]1[CH2:1][C:2]1[CH:3]=[CH:4][CH:5]=[CH:6][CH:7]=1)[CH2:20]2, predict the reactants needed to synthesize it. (3) Given the product [CH3:25][N:22]1[CH2:23][CH2:24][N:19]([C:17]([C:14]2[CH:15]=[CH:16][C:11]([C:8]3[CH:9]=[CH:10][C:5]4[N:6]([C:2]([C:27]#[C:26][C:28]5[CH:33]=[CH:32][N:31]=[C:30]([NH:34][C:35](=[O:37])[CH3:36])[CH:29]=5)=[CH:3][N:4]=4)[N:7]=3)=[CH:12][CH:13]=2)=[O:18])[CH2:20][CH2:21]1, predict the reactants needed to synthesize it. The reactants are: I[C:2]1[N:6]2[N:7]=[C:8]([C:11]3[CH:16]=[CH:15][C:14]([C:17]([N:19]4[CH2:24][CH2:23][N:22]([CH3:25])[CH2:21][CH2:20]4)=[O:18])=[CH:13][CH:12]=3)[CH:9]=[CH:10][C:5]2=[N:4][CH:3]=1.[C:26]([C:28]1[CH:33]=[CH:32][N:31]=[C:30]([NH:34][C:35](=[O:37])[CH3:36])[CH:29]=1)#[CH:27].CCN(C(C)C)C(C)C. (4) Given the product [CH3:16][N:15]([CH3:17])[C:13]1[N:12]=[C:11]([CH3:18])[N:10]=[C:9]([NH:8][C@@H:5]2[CH2:4][CH2:3][C@H:2]([NH:1][C:27](=[O:28])[O:29][C:30]3[CH:35]=[CH:34][C:33]([Br:36])=[CH:32][CH:31]=3)[CH2:7][CH2:6]2)[CH:14]=1, predict the reactants needed to synthesize it. The reactants are: [NH2:1][C@@H:2]1[CH2:7][CH2:6][C@H:5]([NH:8][C:9]2[CH:14]=[C:13]([N:15]([CH3:17])[CH3:16])[N:12]=[C:11]([CH3:18])[N:10]=2)[CH2:4][CH2:3]1.CCN(CC)CC.Cl[C:27]([O:29][C:30]1[CH:35]=[CH:34][C:33]([Br:36])=[CH:32][CH:31]=1)=[O:28]. (5) Given the product [CH:16]([C:19]1[CH:24]=[CH:23][C:22]([N:25]([CH2:26][C:27]2[CH:28]=[CH:29][C:30]([S:33][CH3:34])=[CH:31][CH:32]=2)[C:13]([CH:10]2[C:11]3[C:6](=[CH:5][CH:4]=[C:3]([O:2][CH3:1])[CH:12]=3)[CH2:7][CH2:8][CH2:9]2)=[O:15])=[CH:21][CH:20]=1)([CH3:18])[CH3:17], predict the reactants needed to synthesize it. The reactants are: [CH3:1][O:2][C:3]1[CH:12]=[C:11]2[C:6]([CH2:7][CH2:8][CH2:9][CH:10]2[C:13]([OH:15])=O)=[CH:5][CH:4]=1.[CH:16]([C:19]1[CH:24]=[CH:23][C:22]([NH:25][CH2:26][C:27]2[CH:32]=[CH:31][C:30]([S:33][CH3:34])=[CH:29][CH:28]=2)=[CH:21][CH:20]=1)([CH3:18])[CH3:17]. (6) Given the product [N:34]1[CH:35]=[CH:36][CH:37]=[C:32]([C:30]2[N:31]=[C:25]([CH:11]3[CH2:12][CH:13]([C:15]4[CH:20]=[CH:19][C:18]([C:21]([F:22])([F:23])[F:24])=[CH:17][CH:16]=4)[CH2:14][N:9]([C:7]([N:1]4[CH2:6][CH2:5][O:4][CH2:3][CH2:2]4)=[O:8])[CH2:10]3)[O:27][N:29]=2)[CH:33]=1, predict the reactants needed to synthesize it. The reactants are: [N:1]1([C:7]([N:9]2[CH2:14][CH:13]([C:15]3[CH:20]=[CH:19][C:18]([C:21]([F:24])([F:23])[F:22])=[CH:17][CH:16]=3)[CH2:12][CH:11]([C:25]([OH:27])=O)[CH2:10]2)=[O:8])[CH2:6][CH2:5][O:4][CH2:3][CH2:2]1.O[NH:29][C:30]([C:32]1[CH:33]=[N:34][CH:35]=[CH:36][CH:37]=1)=[NH:31].